Dataset: NCI-60 drug combinations with 297,098 pairs across 59 cell lines. Task: Regression. Given two drug SMILES strings and cell line genomic features, predict the synergy score measuring deviation from expected non-interaction effect. (1) Drug 1: C1CCC(CC1)NC(=O)N(CCCl)N=O. Drug 2: CC1C(C(CC(O1)OC2CC(CC3=C2C(=C4C(=C3O)C(=O)C5=C(C4=O)C(=CC=C5)OC)O)(C(=O)CO)O)N)O.Cl. Cell line: SF-539. Synergy scores: CSS=47.5, Synergy_ZIP=-2.67, Synergy_Bliss=-3.63, Synergy_Loewe=-4.78, Synergy_HSA=-1.42. (2) Drug 1: CC=C1C(=O)NC(C(=O)OC2CC(=O)NC(C(=O)NC(CSSCCC=C2)C(=O)N1)C(C)C)C(C)C. Drug 2: C(CCl)NC(=O)N(CCCl)N=O. Cell line: HT29. Synergy scores: CSS=51.6, Synergy_ZIP=2.29, Synergy_Bliss=1.70, Synergy_Loewe=-68.1, Synergy_HSA=-3.09. (3) Cell line: RPMI-8226. Drug 1: CC1=C(N=C(N=C1N)C(CC(=O)N)NCC(C(=O)N)N)C(=O)NC(C(C2=CN=CN2)OC3C(C(C(C(O3)CO)O)O)OC4C(C(C(C(O4)CO)O)OC(=O)N)O)C(=O)NC(C)C(C(C)C(=O)NC(C(C)O)C(=O)NCCC5=NC(=CS5)C6=NC(=CS6)C(=O)NCCC[S+](C)C)O. Drug 2: CC1CCCC2(C(O2)CC(NC(=O)CC(C(C(=O)C(C1O)C)(C)C)O)C(=CC3=CSC(=N3)C)C)C. Synergy scores: CSS=52.1, Synergy_ZIP=-0.353, Synergy_Bliss=-1.84, Synergy_Loewe=-19.9, Synergy_HSA=-0.289. (4) Drug 1: CC1=C2C(C(=O)C3(C(CC4C(C3C(C(C2(C)C)(CC1OC(=O)C(C(C5=CC=CC=C5)NC(=O)OC(C)(C)C)O)O)OC(=O)C6=CC=CC=C6)(CO4)OC(=O)C)O)C)O. Drug 2: C(=O)(N)NO. Synergy scores: CSS=9.03, Synergy_ZIP=2.75, Synergy_Bliss=8.86, Synergy_Loewe=-7.05, Synergy_HSA=7.24. Cell line: M14. (5) Drug 1: CC1CCC2CC(C(=CC=CC=CC(CC(C(=O)C(C(C(=CC(C(=O)CC(OC(=O)C3CCCCN3C(=O)C(=O)C1(O2)O)C(C)CC4CCC(C(C4)OC)O)C)C)O)OC)C)C)C)OC. Drug 2: CN(CC1=CN=C2C(=N1)C(=NC(=N2)N)N)C3=CC=C(C=C3)C(=O)NC(CCC(=O)O)C(=O)O. Cell line: HOP-62. Synergy scores: CSS=18.9, Synergy_ZIP=-0.975, Synergy_Bliss=3.32, Synergy_Loewe=3.27, Synergy_HSA=3.80. (6) Drug 1: CS(=O)(=O)CCNCC1=CC=C(O1)C2=CC3=C(C=C2)N=CN=C3NC4=CC(=C(C=C4)OCC5=CC(=CC=C5)F)Cl. Drug 2: CN(C(=O)NC(C=O)C(C(C(CO)O)O)O)N=O. Cell line: HL-60(TB). Synergy scores: CSS=-7.85, Synergy_ZIP=4.58, Synergy_Bliss=4.13, Synergy_Loewe=-7.35, Synergy_HSA=-6.71. (7) Drug 1: CN1C(=O)N2C=NC(=C2N=N1)C(=O)N. Drug 2: C1=CC=C(C=C1)NC(=O)CCCCCCC(=O)NO. Cell line: SN12C. Synergy scores: CSS=2.99, Synergy_ZIP=-0.210, Synergy_Bliss=1.37, Synergy_Loewe=-13.6, Synergy_HSA=-2.25.